Dataset: Peptide-MHC class II binding affinity with 134,281 pairs from IEDB. Task: Regression. Given a peptide amino acid sequence and an MHC pseudo amino acid sequence, predict their binding affinity value. This is MHC class II binding data. The peptide sequence is KPIFHFVGTSTFSEY. The MHC is DRB3_0101 with pseudo-sequence DRB3_0101. The binding affinity (normalized) is 0.586.